This data is from Catalyst prediction with 721,799 reactions and 888 catalyst types from USPTO. The task is: Predict which catalyst facilitates the given reaction. (1) Reactant: [C:1]([O:5][C:6]([N:8]1[CH2:13][CH:12]=[C:11]([C:14]2[CH:15]=[CH:16][C:17]3[C:29](=[O:30])[C:28]4[C:27]5[C:22](=[CH:23][C:24]([C:31]#[N:32])=[CH:25][CH:26]=5)[NH:21][C:20]=4[C:19]([CH3:34])([CH3:33])[C:18]=3[CH:35]=2)[CH2:10][CH2:9]1)=[O:7])([CH3:4])([CH3:3])[CH3:2]. Product: [C:1]([O:5][C:6]([N:8]1[CH2:13][CH2:12][CH:11]([C:14]2[CH:15]=[CH:16][C:17]3[C:29](=[O:30])[C:28]4[C:27]5[C:22](=[CH:23][C:24]([C:31]#[N:32])=[CH:25][CH:26]=5)[NH:21][C:20]=4[C:19]([CH3:34])([CH3:33])[C:18]=3[CH:35]=2)[CH2:10][CH2:9]1)=[O:7])([CH3:4])([CH3:2])[CH3:3]. The catalyst class is: 358. (2) Reactant: Cl.[F:2][C:3]1[CH:8]=[CH:7][C:6]([NH:9][NH2:10])=[CH:5][CH:4]=1.C(O[CH:14]=[C:15]([C:18]#[N:19])[C:16]#[N:17])C. Product: [NH2:19][C:18]1[N:9]([C:6]2[CH:7]=[CH:8][C:3]([F:2])=[CH:4][CH:5]=2)[N:10]=[CH:14][C:15]=1[C:16]#[N:17]. The catalyst class is: 14. (3) Reactant: [C:1]1([C@H:7]2[CH2:12][C@@H:11]([OH:13])[CH2:10][CH2:9][O:8]2)[CH:6]=[CH:5][CH:4]=[CH:3][CH:2]=1.CCN(C(C)C)C(C)C.[CH3:23][S:24](Cl)(=[O:26])=[O:25]. Product: [CH3:23][S:24]([O:13][C@H:11]1[CH2:10][CH2:9][O:8][C@@H:7]([C:1]2[CH:2]=[CH:3][CH:4]=[CH:5][CH:6]=2)[CH2:12]1)(=[O:26])=[O:25]. The catalyst class is: 2. (4) The catalyst class is: 12. Product: [ClH:19].[NH2:3][C:4]([C:7]1[CH:17]=[CH:16][C:10]([C:11]([OH:13])=[O:12])=[CH:9][CH:8]=1)([CH3:6])[CH3:5]. Reactant: C([NH:3][C:4]([C:7]1[CH:17]=[CH:16][C:10]([C:11]([O:13]CC)=[O:12])=[CH:9][CH:8]=1)([CH3:6])[CH3:5])=O.O.[ClH:19]. (5) Product: [Br:1][C:2]1[CH:10]=[C:9]2[C:5]([CH2:6][C:7]3([C:8]42[NH:22][C:21](=[S:23])[C:20]([CH3:24])=[N:11]4)[CH2:16][CH2:15][CH:14]([O:17][CH3:18])[CH2:13][CH2:12]3)=[CH:4][CH:3]=1. Reactant: [Br:1][C:2]1[CH:10]=[C:9]2[C:5]([CH2:6][C:7]3([CH2:16][CH2:15][CH:14]([O:17][CH3:18])[CH2:13][CH2:12]3)[C:8]2=[NH:11])=[CH:4][CH:3]=1.O=[C:20]([CH3:24])[C:21](=[S:23])[NH2:22]. The catalyst class is: 5. (6) Product: [CH2:18]1[C:19]2[CH:27]=[CH:26][CH:25]=[CH:24][C:20]=2[CH2:21][CH2:22][CH2:23][N:17]1[C:9]1[CH:8]=[C:7]([CH2:6][CH2:5][C@H:2]2[CH2:3][O:4][C:35]([NH2:34])=[N:1]2)[C:16]2[C:11](=[CH:12][CH:13]=[CH:14][CH:15]=2)[N:10]=1. Reactant: [NH2:1][C@@H:2]([CH2:5][CH2:6][C:7]1[C:16]2[C:11](=[CH:12][CH:13]=[CH:14][CH:15]=2)[N:10]=[C:9]([N:17]2[CH2:23][CH2:22][CH2:21][C:20]3[CH:24]=[CH:25][CH:26]=[CH:27][C:19]=3[CH2:18]2)[CH:8]=1)[CH2:3][OH:4].C([O-])(=O)C.[K+].O.[N:34]#[C:35]Br. The catalyst class is: 5.